Dataset: Reaction yield outcomes from USPTO patents with 853,638 reactions. Task: Predict the reaction yield, written as a fraction of the theoretical maximum amount of product (1.0 means a 100% yield; for example, 0.34 means a 34% yield). (1) The reactants are [CH2:1]([N:3]1[C:12]2[C:7](=[C:8]([O:15]C)[C:9]([O:13]C)=[CH:10][CH:11]=2)[C:6](=[O:17])[C:5]([C:18]([O:20][CH2:21][CH3:22])=[O:19])=[CH:4]1)[CH3:2].B(Br)(Br)Br.CCO. The catalyst is ClCCl. The product is [CH2:1]([N:3]1[C:12]2[C:7](=[C:8]([OH:15])[C:9]([OH:13])=[CH:10][CH:11]=2)[C:6](=[O:17])[C:5]([C:18]([O:20][CH2:21][CH3:22])=[O:19])=[CH:4]1)[CH3:2]. The yield is 0.459. (2) The reactants are [CH3:1][S:2]([O:5][CH:6]1[CH2:9][N:8](C(C2C=CC=CC=2)C2C=CC=CC=2)[CH2:7]1)(=[O:4])=[O:3].[Cl:23]CCOC(Cl)=O. The catalyst is ClCCl. The yield is 1.00. The product is [ClH:23].[CH3:1][S:2]([O:5][CH:6]1[CH2:9][NH:8][CH2:7]1)(=[O:4])=[O:3]. (3) The yield is 0.0700. The product is [C:1]([O:5][C:6](=[O:7])[C@@H:8]([NH:12][C:13]([C@H:15]1[CH2:16][C@H:17]([O:23][C:24]2[C:33]3[C:28](=[CH:29][C:30]([O:34][CH3:35])=[CH:31][CH:32]=3)[N:27]=[C:26]([C:36]3[CH:37]=[CH:38][CH:39]=[CH:40][CH:41]=3)[CH:25]=2)[CH:18]=[C:19]1[C:20](=[O:22])[NH:58][C@H:54]([C:53](=[O:59])[NH:52][C@@H:45]([CH:46]1[CH2:47][CH2:48][CH2:49][CH2:50][CH2:51]1)[C:44]([O:43][CH3:42])=[O:60])[CH:55]([CH3:57])[CH3:56])=[O:14])[CH2:9][CH2:10][CH3:11])([CH3:4])([CH3:3])[CH3:2]. The reactants are [C:1]([O:5][C:6]([C@@H:8]([NH:12][C:13]([CH:15]1[C:19]([C:20]([OH:22])=O)=[CH:18][CH:17]([O:23][C:24]2[C:33]3[C:28](=[CH:29][C:30]([O:34][CH3:35])=[CH:31][CH:32]=3)[N:27]=[C:26]([C:36]3[CH:41]=[CH:40][CH:39]=[CH:38][CH:37]=3)[CH:25]=2)[CH2:16]1)=[O:14])[CH2:9][CH2:10][CH3:11])=[O:7])([CH3:4])([CH3:3])[CH3:2].[CH3:42][O:43][C:44](=[O:60])[CH:45]([NH:52][C:53](=[O:59])[CH:54]([NH2:58])[CH:55]([CH3:57])[CH3:56])[CH:46]1[CH2:51][CH2:50][CH2:49][CH2:48][CH2:47]1.CCN(C(C)C)C(C)C.CN(C(ON1N=NC2C=CC=NC1=2)=[N+](C)C)C.F[P-](F)(F)(F)(F)F. The catalyst is CN(C=O)C.CO.C1(C)C=CC=CC=1. (4) The reactants are [CH3:1][C:2]1[CH:3]=[CH:4][C:5]([NH:9][C:10]([C:12]2[C:16]3[N:17]=[C:18](Cl)[N:19]=[CH:20][C:15]=3[S:14][CH:13]=2)=[O:11])=[N:6][C:7]=1[CH3:8].[NH2:22][C@@H:23]1[CH2:28][CH2:27][O:26][CH2:25][C@@H:24]1[NH:29][C:30](=[O:36])[O:31][C:32]([CH3:35])([CH3:34])[CH3:33].C(N(C(C)C)CC)(C)C. The catalyst is O1CCOCC1.ClCCl. The product is [C:32]([O:31][C:30](=[O:36])[NH:29][C@@H:24]1[C@H:23]([NH:22][C:18]2[N:19]=[CH:20][C:15]3[S:14][CH:13]=[C:12]([C:10](=[O:11])[NH:9][C:5]4[CH:4]=[CH:3][C:2]([CH3:1])=[C:7]([CH3:8])[N:6]=4)[C:16]=3[N:17]=2)[CH2:28][CH2:27][O:26][CH2:25]1)([CH3:35])([CH3:33])[CH3:34]. The yield is 0.450. (5) The reactants are [NH:1]1[CH2:6][CH2:5][O:4][CH2:3][CH2:2]1.C(N(CC)CC)C.[Cl:14][CH2:15][C:16](Cl)=[O:17]. The catalyst is O1CCCC1. The product is [Cl:14][CH2:15][C:16]([N:1]1[CH2:6][CH2:5][O:4][CH2:3][CH2:2]1)=[O:17]. The yield is 0.640. (6) The yield is 0.110. The reactants are [Cl:1][C:2]1[CH:7]=[CH:6][CH:5]=[C:4]([F:8])[C:3]=1[C:9]1[N:10](C(OC(C)(C)C)=O)[C:11]2[C:16]([CH:17]=1)=[CH:15][C:14]([C:18]1[N:22]([CH3:23])[N:21]=[C:20]([C:24]3[CH:25]=[N:26][CH:27]=[N:28][CH:29]=3)[N:19]=1)=[CH:13][CH:12]=2.C(O)(C(F)(F)F)=O. The catalyst is ClCCl.[OH-].[NH4+]. The product is [Cl:1][C:2]1[CH:7]=[CH:6][CH:5]=[C:4]([F:8])[C:3]=1[C:9]1[NH:10][C:11]2[C:16]([CH:17]=1)=[CH:15][C:14]([C:18]1[N:22]([CH3:23])[N:21]=[C:20]([C:24]3[CH:29]=[N:28][CH:27]=[N:26][CH:25]=3)[N:19]=1)=[CH:13][CH:12]=2. (7) The reactants are [C:1]1([NH:7][C:8]([CH:10]([CH2:14][CH2:15][CH2:16][CH3:17])[C:11]([OH:13])=O)=[O:9])[CH:6]=[CH:5][CH:4]=[CH:3][CH:2]=1.C1CN([P+](O[N:35]2N=[N:42][C:37]3C=CC=C[C:36]2=3)(N2CCCC2)N2CCCC2)CC1.F[P-](F)(F)(F)(F)F.S(=O)(=O)(O)O.NCC#N.C(N(CC)CC)C. The catalyst is CN(C=O)C. The product is [CH2:14]([CH:10]([C:8]([NH:7][C:1]1[CH:2]=[CH:3][CH:4]=[CH:5][CH:6]=1)=[O:9])[C:11]([NH:42][CH2:37][C:36]#[N:35])=[O:13])[CH2:15][CH2:16][CH3:17]. The yield is 0.570. (8) The product is [N:1]1([CH2:6][C:7]([OH:9])=[O:8])[CH2:5][CH2:4][CH2:3][CH2:2]1. The yield is 0.540. The catalyst is Cl. The reactants are [N:1]1([CH2:6][C:7]([O:9]CC)=[O:8])[CH2:5][CH2:4][CH2:3][CH2:2]1.